This data is from Full USPTO retrosynthesis dataset with 1.9M reactions from patents (1976-2016). The task is: Predict the reactants needed to synthesize the given product. (1) Given the product [CH:1]1([NH:7][C:8]([CH:10]2[CH2:14][CH2:13][CH2:12][N:11]2[CH2:16][C:17]([OH:15])([CH3:19])[CH3:18])=[O:9])[CH2:2][CH2:3][CH2:4][CH2:5][CH2:6]1, predict the reactants needed to synthesize it. The reactants are: [CH:1]1([NH:7][C:8]([CH:10]2[CH2:14][CH2:13][CH2:12][NH:11]2)=[O:9])[CH2:6][CH2:5][CH2:4][CH2:3][CH2:2]1.[O:15]1[C:17]([CH3:19])([CH3:18])[CH2:16]1.C(N(CC)CC)C. (2) Given the product [O:23]=[C:22]1[C:21]2[C:20](=[CH:28][CH:27]=[CH:26][CH:25]=2)[C:19](=[O:29])[N:1]1[C:2]1[C:6]2=[N:7][CH:8]=[C:9]([NH:11][C:12](=[O:18])[O:13][C:14]([CH3:15])([CH3:17])[CH3:16])[CH:10]=[C:5]2[O:4][N:3]=1, predict the reactants needed to synthesize it. The reactants are: [NH2:1][C:2]1[C:6]2=[N:7][CH:8]=[C:9]([NH:11][C:12](=[O:18])[O:13][C:14]([CH3:17])([CH3:16])[CH3:15])[CH:10]=[C:5]2[O:4][N:3]=1.[C:19](Cl)(=[O:29])[C:20]1[C:21](=[CH:25][CH:26]=[CH:27][CH:28]=1)[C:22](Cl)=[O:23].C(N(CC)CC)C. (3) Given the product [CH2:16]([O:9][C:4]1[CH:5]=[C:6]([Cl:8])[CH:7]=[C:2]([Br:1])[CH:3]=1)[C:17]1[CH:22]=[CH:21][CH:20]=[CH:19][CH:18]=1, predict the reactants needed to synthesize it. The reactants are: [Br:1][C:2]1[CH:3]=[C:4]([OH:9])[CH:5]=[C:6]([Cl:8])[CH:7]=1.C(=O)([O-])[O-].[K+].[K+].[CH2:16](Br)[C:17]1[CH:22]=[CH:21][CH:20]=[CH:19][CH:18]=1. (4) The reactants are: [Cl:1][C:2]1[CH:7]=[CH:6][C:5]([C:8]([CH:27]2[CH2:29][CH2:28]2)([C:15]2[C:23]3[C:18](=[C:19]([CH2:24][S:25][CH3:26])[CH:20]=[CH:21][CH:22]=3)[NH:17][CH:16]=2)[CH2:9][C:10](OCC)=[O:11])=[CH:4][CH:3]=1.[H-].[Al+3].[Li+].[H-].[H-].[H-].O.C(#N)C. Given the product [Cl:1][C:2]1[CH:3]=[CH:4][C:5]([C:8]([CH:27]2[CH2:29][CH2:28]2)([C:15]2[C:23]3[C:18](=[C:19]([CH2:24][S:25][CH3:26])[CH:20]=[CH:21][CH:22]=3)[NH:17][CH:16]=2)[CH2:9][CH2:10][OH:11])=[CH:6][CH:7]=1, predict the reactants needed to synthesize it. (5) Given the product [C:1]1([CH:7]2[O:11][CH:10]3[C:9]([C:17]([C:18]4[CH:29]=[CH:30][CH:25]=[CH:26][CH:27]=4)=[CH2:33])([O:22][C:19](=[O:20])[CH2:16][CH2:12]3)[CH2:8]2)[CH:2]=[CH:3][CH:4]=[CH:5][CH:6]=1, predict the reactants needed to synthesize it. The reactants are: [C:1]1([CH:7]2[O:11][CH:10]([CH:12]([CH3:16])C(O)=O)[C:9](=[C:17]=[CH2:18])[CH2:8]2)[CH:6]=[CH:5][CH:4]=[CH:3][CH:2]=1.[C:19]([O-:22])([O-])=[O:20].[K+].[K+].[C:25]1(I)[CH:30]=[CH:29]C=[CH:27][CH:26]=1.O.[CH3:33]N(C)C=O. (6) Given the product [C:1]([C:5]1[CH:10]=[CH:9][C:8]2[N:11]=[C:12]([C:13]3[CH:14]=[CH:15][N:16]=[CH:17][CH:18]=3)[O:20][C:7]=2[CH:6]=1)([CH3:2])([CH3:3])[CH3:4], predict the reactants needed to synthesize it. The reactants are: [C:1]([C:5]1[CH:10]=[CH:9][C:8]([NH:11][C:12](=O)[C:13]2[CH:18]=[CH:17][N:16]=[CH:15][CH:14]=2)=[C:7]([OH:20])[CH:6]=1)([CH3:4])([CH3:3])[CH3:2].C(Cl)(Cl)(Cl)Cl.C1(P(C2C=CC=CC=2)C2C=CC=CC=2)C=CC=CC=1.C(N(CC)CC)C.